From a dataset of Reaction yield outcomes from USPTO patents with 853,638 reactions. Predict the reaction yield, written as a fraction of the theoretical maximum amount of product (1.0 means a 100% yield; for example, 0.34 means a 34% yield). The reactants are C([O:8][CH:9]1[C:17]([CH3:19])([CH3:18])[CH2:16][C:15]2[NH:14][N:13]=[C:12]([C:20]([OH:22])=[O:21])[C:11]=2[CH2:10]1)C1C=CC=CC=1. The product is [OH:8][CH:9]1[C:17]([CH3:18])([CH3:19])[CH2:16][C:15]2[NH:14][N:13]=[C:12]([C:20]([OH:22])=[O:21])[C:11]=2[CH2:10]1. The yield is 0.930. The catalyst is C(O)(=O)C.[OH-].[OH-].[Pd+2].